This data is from Catalyst prediction with 721,799 reactions and 888 catalyst types from USPTO. The task is: Predict which catalyst facilitates the given reaction. (1) Reactant: [CH3:1][O:2][CH2:3][CH2:4]/[CH:5]=[CH:6]/[C:7]1[N:11]2[CH:12]=[CH:13][CH:14]=[CH:15][C:10]2=[N:9][C:8]=1[C:16]([O:18][CH2:19][CH3:20])=[O:17].C1(SC2C=CC=CC=2)C=CC=CC=1.[H][H]. Product: [CH3:1][O:2][CH2:3][CH2:4][CH2:5][CH2:6][C:7]1[N:11]2[CH:12]=[CH:13][CH:14]=[CH:15][C:10]2=[N:9][C:8]=1[C:16]([O:18][CH2:19][CH3:20])=[O:17]. The catalyst class is: 586. (2) Reactant: [C:1]([O:5][C:6]([NH:8][C@@H:9]([CH2:13][CH2:14][C:15]1[N:19]([CH2:20][C:21]2[CH:26]=[CH:25][C:24]([C:27]([CH3:30])([CH3:29])[CH3:28])=[CH:23][CH:22]=2)[C:18]2[CH:31]=[CH:32][CH:33]=[CH:34][C:17]=2[N:16]=1)[C:10](O)=[O:11])=[O:7])([CH3:4])([CH3:3])[CH3:2].CCN=C=NCCCN(C)C.Cl.C1C=CC2N(O)N=NC=2C=1.[C:57]([O:76][NH2:77])([C:70]1[CH:75]=[CH:74][CH:73]=[CH:72][CH:71]=1)([C:64]1[CH:69]=[CH:68][CH:67]=[CH:66][CH:65]=1)[C:58]1[CH:63]=[CH:62][CH:61]=[CH:60][CH:59]=1. The catalyst class is: 22. Product: [C:1]([O:5][C:6]([NH:8][C@@H:9]([CH2:13][CH2:14][C:15]1[N:19]([CH2:20][C:21]2[CH:26]=[CH:25][C:24]([C:27]([CH3:29])([CH3:28])[CH3:30])=[CH:23][CH:22]=2)[C:18]2[CH:31]=[CH:32][CH:33]=[CH:34][C:17]=2[N:16]=1)[C:10]([NH:77][O:76][C:57]([C:64]1[CH:69]=[CH:68][CH:67]=[CH:66][CH:65]=1)([C:70]1[CH:71]=[CH:72][CH:73]=[CH:74][CH:75]=1)[C:58]1[CH:63]=[CH:62][CH:61]=[CH:60][CH:59]=1)=[O:11])=[O:7])([CH3:2])([CH3:3])[CH3:4].